From a dataset of Reaction yield outcomes from USPTO patents with 853,638 reactions. Predict the reaction yield, written as a fraction of the theoretical maximum amount of product (1.0 means a 100% yield; for example, 0.34 means a 34% yield). (1) The reactants are [N+:1]([C:4]1[CH:23]=[CH:22][CH:21]=[C:6]2[C:7]([N:9]([C:12]3([CH3:20])[CH2:17][CH2:16][C:15](=[O:18])[NH:14][C:13]3=[O:19])[C:10](=[O:11])[C:5]=12)=[O:8])([O-])=O.[H][H]. The catalyst is CC(C)=O.C(OCC)(=O)C.[Pd]. The product is [NH2:1][C:4]1[CH:23]=[CH:22][CH:21]=[C:6]2[C:7]([N:9]([C:12]3([CH3:20])[CH2:17][CH2:16][C:15](=[O:18])[NH:14][C:13]3=[O:19])[C:10](=[O:11])[C:5]=12)=[O:8]. The yield is 0.820. (2) The reactants are [CH3:1][O:2][C:3]1[CH:4]=[C:5](/[CH:11]=[CH:12]/[C:13]([OH:15])=O)[CH:6]=[CH:7][C:8]=1[O:9][CH3:10].[O:16]1[CH2:21][CH2:20][NH:19][C:18]2[CH:22]=[CH:23][CH:24]=[CH:25][C:17]1=2.CCN=C=NCCCN(C)C.Cl.C1C=CC2N(O)N=NC=2C=1.CCN(CC)CC. The catalyst is C(Cl)Cl.O. The product is [O:16]1[CH2:21][CH2:20][N:19]([C:13](=[O:15])/[CH:12]=[CH:11]/[C:5]2[CH:6]=[CH:7][C:8]([O:9][CH3:10])=[C:3]([O:2][CH3:1])[CH:4]=2)[C:18]2[CH:22]=[CH:23][CH:24]=[CH:25][C:17]1=2. The yield is 0.320. (3) The reactants are [Cl:1][C:2]1[N:7]=[CH:6][N:5]=[C:4]([NH2:8])[CH:3]=1.Br[CH2:10][C:11]([C:13]1[CH:18]=[CH:17][CH:16]=[CH:15][CH:14]=1)=O.CO.O.C([O-])(=O)C.[NH4+]. The catalyst is C(#N)C. The product is [Cl:1][C:2]1[N:7]=[CH:6][N:5]2[CH:10]=[C:11]([C:13]3[CH:18]=[CH:17][CH:16]=[CH:15][CH:14]=3)[N:8]=[C:4]2[CH:3]=1. The yield is 0.387. (4) The reactants are [Cl:1][C:2]1[CH:7]=[CH:6][C:5]([C:8]2[C:13]([Cl:14])=[CH:12][CH:11]=[C:10]([CH2:15][NH:16][CH2:17][C:18]3[CH:23]=[CH:22][C:21]([F:24])=[CH:20][CH:19]=3)[CH:9]=2)=[CH:4][CH:3]=1.C(N(CC)CC)C.[Cl:32][C:33]1[C:34]([OH:44])=[C:35]([S:40](Cl)(=[O:42])=[O:41])[CH:36]=[C:37]([Cl:39])[CH:38]=1. The catalyst is C(Cl)Cl. The product is [Cl:32][C:33]1[C:34]([OH:44])=[C:35]([S:40]([N:16]([CH2:15][C:10]2[CH:9]=[C:8]([C:5]3[CH:6]=[CH:7][C:2]([Cl:1])=[CH:3][CH:4]=3)[C:13]([Cl:14])=[CH:12][CH:11]=2)[CH2:17][C:18]2[CH:19]=[CH:20][C:21]([F:24])=[CH:22][CH:23]=2)(=[O:42])=[O:41])[CH:36]=[C:37]([Cl:39])[CH:38]=1. The yield is 0.460. (5) The reactants are [C:1]1([CH3:11])[CH:6]=[CH:5][C:4]([S:7](Cl)(=[O:9])=[O:8])=[CH:3][CH:2]=1.[C:12]([O:15][C@H:16]1[C@@:38]2([CH3:39])[C:28](=[CH:29][CH2:30][C@@H:31]2[C:32]2([O:37][CH2:36][CH2:35][O:34]2)[CH3:33])[C@H:27]2[C@@H:18]([C@:19]3([CH3:41])[C:24](=[CH:25][CH2:26]2)[CH2:23][C@@H:22]([OH:40])[CH2:21][CH2:20]3)[CH2:17]1)(=[O:14])[CH3:13].O. The catalyst is N1C=CC=CC=1. The product is [C:12]([O:15][C@H:16]1[C@@:38]2([CH3:39])[C:28](=[CH:29][CH2:30][C@:31]32[O:34][CH2:35][CH2:36][O:37][CH:32]3[CH3:33])[C@H:27]2[C@@H:18]([C@:19]3([CH3:41])[C:24](=[CH:25][CH2:26]2)[CH2:23][C@@H:22]([O:40][S:7]([C:4]2[CH:5]=[CH:6][C:1]([CH3:11])=[CH:2][CH:3]=2)(=[O:9])=[O:8])[CH2:21][CH2:20]3)[CH2:17]1)(=[O:14])[CH3:13]. The yield is 0.840. (6) The reactants are [F:1][C:2]1[CH:24]=[C:23]([F:25])[CH:22]=[CH:21][C:3]=1[O:4][C:5]1[CH:6]=[C:7]2[C:11](=[CH:12][C:13]=1[C:14](O)=[O:15])[N:10]([CH2:17][CH:18]([CH3:20])[CH3:19])[N:9]=[CH:8]2.Cl.Cl.[CH3:28][O:29][C:30](=[O:41])[C@@H:31]([NH2:40])[CH2:32][CH2:33][N:34]1[CH2:39][CH2:38][CH2:37][CH2:36][CH2:35]1.CCN=C=NCCCN(C)C.C1C=CC2N(O)N=NC=2C=1.CCN(C(C)C)C(C)C. The catalyst is ClCCl. The product is [CH3:28][O:29][C:30](=[O:41])[C@@H:31]([NH:40][C:14]([C:13]1[CH:12]=[C:11]2[C:7]([CH:8]=[N:9][N:10]2[CH2:17][CH:18]([CH3:20])[CH3:19])=[CH:6][C:5]=1[O:4][C:3]1[CH:21]=[CH:22][C:23]([F:25])=[CH:24][C:2]=1[F:1])=[O:15])[CH2:32][CH2:33][N:34]1[CH2:39][CH2:38][CH2:37][CH2:36][CH2:35]1. The yield is 0.670. (7) The reactants are Cl[C:2]1[C:11]2[C:6](=[CH:7][C:8]([O:13][CH3:14])=[C:9]([F:12])[CH:10]=2)[C:5]([N:15]2[CH2:20][CH2:19][O:18][CH2:17][CH2:16]2)=[CH:4][N:3]=1.[F-:21].[Cs+]. The catalyst is CS(C)=O.O. The product is [F:21][C:2]1[C:11]2[C:6](=[CH:7][C:8]([O:13][CH3:14])=[C:9]([F:12])[CH:10]=2)[C:5]([N:15]2[CH2:20][CH2:19][O:18][CH2:17][CH2:16]2)=[CH:4][N:3]=1. The yield is 0.519. (8) The product is [CH3:11][C:12]1[CH:21]=[C:20]([CH3:22])[CH:19]=[C:18]2[C:13]=1[CH2:14][CH2:15][CH:16]([C:6]([O:7][CH2:8][CH3:9])=[O:10])[C:17]2=[O:23]. The reactants are [H-].[Na+].C(O[C:6](=[O:10])[O:7][CH2:8][CH3:9])C.[CH3:11][C:12]1[CH:21]=[C:20]([CH3:22])[CH:19]=[C:18]2[C:13]=1[CH2:14][CH2:15][CH2:16][C:17]2=[O:23].C(O)(=O)C. The yield is 0.960. The catalyst is C1(C)C=CC=CC=1. (9) The reactants are [CH3:1][O:2][C:3]1[CH:12]=[C:11]([O:13][CH3:14])[C:10]2[C:5](=[CH:6][CH:7]=[CH:8][CH:9]=2)[N:4]=1.[Li]CCCC.Cl[C:21]([O:23][CH2:24][CH3:25])=[O:22].O. The catalyst is C1COCC1. The product is [CH3:1][O:2][C:3]1[C:12]([C:21]([O:23][CH2:24][CH3:25])=[O:22])=[C:11]([O:13][CH3:14])[C:10]2[C:5](=[CH:6][CH:7]=[CH:8][CH:9]=2)[N:4]=1. The yield is 0.600.